Predict the product of the given reaction. From a dataset of Forward reaction prediction with 1.9M reactions from USPTO patents (1976-2016). (1) Given the reactants [C:1]([N:4]1[C:12]2[C:7](=[CH:8][CH:9]=[C:10]([F:13])[CH:11]=2)[CH2:6][C:5]1=[O:14])(=[O:3])[CH3:2].[I:15][C:16]1[CH:17]=[C:18]([CH:22]=[CH:23][CH:24]=1)[C:19](O)=[O:20], predict the reaction product. The product is: [C:1]([N:4]1[C:12]2[C:7](=[CH:8][CH:9]=[C:10]([F:13])[CH:11]=2)[C:6](=[C:19]([OH:20])[C:18]2[CH:22]=[CH:23][CH:24]=[C:16]([I:15])[CH:17]=2)[C:5]1=[O:14])(=[O:3])[CH3:2]. (2) Given the reactants O1[C:5]2([CH2:10][CH2:9][CH:8]([N:11]3[CH:15]=[C:14]([C:16]4[C:24]5[C:19](=[CH:20][C:21]([F:25])=[CH:22][CH:23]=5)[NH:18][CH:17]=4)[CH:13]=[N:12]3)[CH2:7][CH2:6]2)[O:4]CC1.Cl, predict the reaction product. The product is: [F:25][C:21]1[CH:20]=[C:19]2[C:24]([C:16]([C:14]3[CH:13]=[N:12][N:11]([CH:8]4[CH2:7][CH2:6][C:5](=[O:4])[CH2:10][CH2:9]4)[CH:15]=3)=[CH:17][NH:18]2)=[CH:23][CH:22]=1. (3) Given the reactants [C:1]1([CH2:7][C:8]([NH2:10])=[O:9])[CH:6]=[CH:5][CH:4]=[CH:3][CH:2]=1.[CH2:11]=[O:12], predict the reaction product. The product is: [OH:12][CH2:11][NH:10][C:8](=[O:9])[CH2:7][C:1]1[CH:6]=[CH:5][CH:4]=[CH:3][CH:2]=1. (4) Given the reactants [C:1]([C:3]1[CH:4]=[C:5]([NH:9][C:10](=[O:13])[CH2:11][CH3:12])[CH:6]=[CH:7][CH:8]=1)#[N:2].[F:14][C:15]([F:25])([F:24])[C:16]1[CH:17]=[C:18]([CH:21]=[CH:22][CH:23]=1)[CH2:19]Br, predict the reaction product. The product is: [C:1]([C:3]1[CH:4]=[C:5]([N:9]([CH2:19][C:18]2[CH:21]=[CH:22][CH:23]=[C:16]([C:15]([F:14])([F:24])[F:25])[CH:17]=2)[C:10](=[O:13])[CH2:11][CH3:12])[CH:6]=[CH:7][CH:8]=1)#[N:2]. (5) Given the reactants [C:1]([C:3]1[CH:8]=[C:7]([CH3:9])[CH:6]=[CH:5][C:4]=1[C:10]1[CH:15]=[C:14]([O:16][CH2:17][CH:18]2[CH2:22][O:21][C:20]([CH3:24])([CH3:23])[O:19]2)[CH:13]=[C:12]([C:25]([O:27]C)=[O:26])[CH:11]=1)#[N:2].[OH-].[Li+].Cl, predict the reaction product. The product is: [C:1]([C:3]1[CH:8]=[C:7]([CH3:9])[CH:6]=[CH:5][C:4]=1[C:10]1[CH:15]=[C:14]([O:16][CH2:17][CH:18]2[CH2:22][O:21][C:20]([CH3:23])([CH3:24])[O:19]2)[CH:13]=[C:12]([C:25]([OH:27])=[O:26])[CH:11]=1)#[N:2]. (6) Given the reactants C([O:8][C:9]1[CH:10]=[C:11]([C:15]([C:17]2([C:21]3[CH:26]=[CH:25][C:24]([Cl:27])=[CH:23][CH:22]=3)[CH2:20][CH2:19][CH2:18]2)=[O:16])[CH:12]=[CH:13][CH:14]=1)C1C=CC=CC=1, predict the reaction product. The product is: [Cl:27][C:24]1[CH:25]=[CH:26][C:21]([C:17]2([C:15]([C:11]3[CH:12]=[CH:13][CH:14]=[C:9]([OH:8])[CH:10]=3)=[O:16])[CH2:20][CH2:19][CH2:18]2)=[CH:22][CH:23]=1. (7) Given the reactants [CH:1]1([C@@H:7]([NH:9][C:10]([C:12]2[C:21]3[C:16](=[CH:17][CH:18]=[CH:19][CH:20]=3)[N:15]=[C:14]([C:22]3[CH:27]=[CH:26][CH:25]=[CH:24][CH:23]=3)[C:13]=2[CH2:28]Br)=[O:11])[CH3:8])[CH2:6][CH2:5][CH2:4][CH2:3][CH2:2]1.[NH:30]1[CH2:35][CH2:34][NH:33][CH2:32][C:31]1=[O:36].C(N(C(C)C)C(C)C)C, predict the reaction product. The product is: [CH:1]1([C@@H:7]([NH:9][C:10]([C:12]2[C:21]3[C:16](=[CH:17][CH:18]=[CH:19][CH:20]=3)[N:15]=[C:14]([C:22]3[CH:27]=[CH:26][CH:25]=[CH:24][CH:23]=3)[C:13]=2[CH2:28][N:33]2[CH2:34][CH2:35][NH:30][C:31](=[O:36])[CH2:32]2)=[O:11])[CH3:8])[CH2:6][CH2:5][CH2:4][CH2:3][CH2:2]1.